This data is from Experimentally validated miRNA-target interactions with 360,000+ pairs, plus equal number of negative samples. The task is: Binary Classification. Given a miRNA mature sequence and a target amino acid sequence, predict their likelihood of interaction. The miRNA is hsa-miR-449c-3p with sequence UUGCUAGUUGCACUCCUCUCUGU. The protein sequence of the target gene is MKPLLLLVAVALGLATVVSVVSAGPEAIECWFVEDAGGGGLSKKPATLLLRHGPRGPPPRPDLDPKLYFKVDDPAGMLLAAFRRYPAGASAPHCEMSRFIPFPASAKWARSLSPEQNCPRALDGDWLLVSVSSTLFSLSSLLRPQPEPLREPVVITMATVVLTVLTHNPAPRVQLGKDAVLDLRFAYAPSALEGSPSLDAGPPPFGLEWRRQHRGKGHLLLAATPGLAGRMPPAQEKATAFAAWDDDEPWGPWTGNGTFWLPAVKPSQEGVYLATVHLPYLQGQVSLELTVHKAPRVSLT.... Result: 0 (no interaction).